This data is from Aqueous solubility values for 9,982 compounds from the AqSolDB database. The task is: Regression/Classification. Given a drug SMILES string, predict its absorption, distribution, metabolism, or excretion properties. Task type varies by dataset: regression for continuous measurements (e.g., permeability, clearance, half-life) or binary classification for categorical outcomes (e.g., BBB penetration, CYP inhibition). For this dataset (solubility_aqsoldb), we predict Y. (1) The drug is CCc1nc2cnc(N)nc2nc1CC. The Y is -3.04 log mol/L. (2) The molecule is c1ccc2cnccc2c1. The Y is -1.46 log mol/L. (3) The compound is C=C[C@]1(C)CC[C@@H](C(C)(C)O)C[C@H]1C(=C)C. The Y is -3.06 log mol/L. (4) The compound is CCN(CC)c1ccc(/C=C(\C#N)C(=O)OCCC[N+](C)(C)CCOC(=O)/C(C#N)=C/c2ccc(N(CC)CC)cc2)cc1.[Cl-]. The Y is -0.804 log mol/L. (5) The molecule is O=[N+]([O-])C([N+](=O)[O-])([N+](=O)[O-])[N+](=O)[O-]. The Y is -2.34 log mol/L. (6) The drug is NCCCCCCCCCCC(=O)O. The Y is -2.40 log mol/L. (7) The compound is CC(Cl)C(Cl)(Cl)C(O)O. The Y is -0.867 log mol/L. (8) The compound is C#CCOC(=O)C(C)Oc1ccc(Oc2ncc(Cl)cc2F)cc1. The Y is -5.15 log mol/L. (9) The drug is CCCCC(CC)COC(=O)/C=C/C(=O)OCC(CC)CCCC. The Y is -5.46 log mol/L. (10) The drug is CCCCCCCCCCNC(=O)OCC1OC(O)C(O)C(O)C1O. The Y is -3.56 log mol/L.